This data is from NCI-60 drug combinations with 297,098 pairs across 59 cell lines. The task is: Regression. Given two drug SMILES strings and cell line genomic features, predict the synergy score measuring deviation from expected non-interaction effect. Drug 1: COC1=NC(=NC2=C1N=CN2C3C(C(C(O3)CO)O)O)N. Drug 2: CCC1=C2CN3C(=CC4=C(C3=O)COC(=O)C4(CC)O)C2=NC5=C1C=C(C=C5)O. Cell line: U251. Synergy scores: CSS=42.3, Synergy_ZIP=0.989, Synergy_Bliss=-0.741, Synergy_Loewe=-33.9, Synergy_HSA=0.254.